This data is from Full USPTO retrosynthesis dataset with 1.9M reactions from patents (1976-2016). The task is: Predict the reactants needed to synthesize the given product. (1) Given the product [C:22]([C:26]1[C:27]2[CH:45]=[CH:44][CH:43]=[CH:42][C:28]=2[S:29][C:30]=1[S:31][C:3]1[C:4](=[O:21])[O:5][C:6]([CH2:11][CH2:12][C:13]2[CH:18]=[CH:17][CH:16]=[CH:15][C:14]=2[CH2:19][OH:20])([CH:8]([CH3:9])[CH3:10])[CH2:7][C:2]=1[OH:1])([CH3:25])([CH3:23])[CH3:24], predict the reactants needed to synthesize it. The reactants are: [OH:1][C:2]1[CH2:7][C:6]([CH2:11][CH2:12][C:13]2[CH:18]=[CH:17][CH:16]=[CH:15][C:14]=2[CH2:19][OH:20])([CH:8]([CH3:10])[CH3:9])[O:5][C:4](=[O:21])[CH:3]=1.[C:22]([C:26]1[C:27]2[CH:45]=[CH:44][CH:43]=[CH:42][C:28]=2[S:29][C:30]=1[S:31]S(C1C=CC(C)=CC=1)(=O)=O)([CH3:25])([CH3:24])[CH3:23].C(=O)([O-])[O-].[K+].[K+]. (2) The reactants are: [F:1][C:2]1[CH:7]=[C:6]([C:8]([O:10]C)=O)[C:5]([N:12]=[C:13]=[S:14])=[CH:4][C:3]=1[C:15]([O:17]C)=[O:16].[CH3:19][O:20][C:21]1[C:26]([O:27][CH3:28])=[CH:25][N:24]=[C:23]([NH2:29])[N:22]=1.[OH-].[Na+].Cl. Given the product [CH3:19][O:20][C:21]1[C:26]([O:27][CH3:28])=[CH:25][N:24]=[C:23]([N:29]2[C:8](=[O:10])[C:6]3[C:5](=[CH:4][C:3]([C:15]([OH:17])=[O:16])=[C:2]([F:1])[CH:7]=3)[NH:12][C:13]2=[S:14])[N:22]=1, predict the reactants needed to synthesize it. (3) Given the product [Br:1][C:2]1[CH:3]=[C:4]([NH:5][S:11]([CH3:10])(=[O:13])=[O:12])[CH:6]=[C:7]([F:9])[CH:8]=1, predict the reactants needed to synthesize it. The reactants are: [Br:1][C:2]1[CH:3]=[C:4]([CH:6]=[C:7]([F:9])[CH:8]=1)[NH2:5].[CH3:10][S:11](Cl)(=[O:13])=[O:12]. (4) Given the product [C:1]([O:5][C:6](=[O:25])[NH:7][CH:8]([C:18]1[CH:19]=[CH:20][C:21]([Cl:24])=[CH:22][CH:23]=1)[C:9]([C:11]1[CH:16]=[CH:15][C:14]([O:17][CH:26]([CH3:28])[CH3:27])=[CH:13][CH:12]=1)=[O:10])([CH3:4])([CH3:2])[CH3:3], predict the reactants needed to synthesize it. The reactants are: [C:1]([O:5][C:6](=[O:25])[NH:7][CH:8]([C:18]1[CH:23]=[CH:22][C:21]([Cl:24])=[CH:20][CH:19]=1)[C:9]([C:11]1[CH:16]=[CH:15][C:14]([OH:17])=[CH:13][CH:12]=1)=[O:10])([CH3:4])([CH3:3])[CH3:2].[CH:26](O)([CH3:28])[CH3:27]. (5) Given the product [CH3:1][O:2][N:3]([CH3:4])[C:10]([CH:5]1[CH2:9][CH2:8][CH2:7][CH2:6]1)=[O:11], predict the reactants needed to synthesize it. The reactants are: [CH3:1][O:2][NH:3][CH3:4].[CH:5]1([C:10](Cl)=[O:11])[CH2:9][CH2:8][CH2:7][CH2:6]1. (6) Given the product [CH3:8][O:9][CH2:10][CH2:11][N:12]1[CH:6]([C:2]2[S:1][CH:5]=[CH:4][CH:3]=2)[CH:14]([C:13]([NH:25][C:26]2[CH:27]=[C:28]([CH3:32])[CH:29]=[CH:30][CH:31]=2)=[O:24])[C:15]2[C:16](=[CH:20][CH:21]=[CH:22][CH:23]=2)[C:17]1=[O:19], predict the reactants needed to synthesize it. The reactants are: [S:1]1[CH:5]=[CH:4][CH:3]=[C:2]1[CH:6]=O.[CH3:8][O:9][CH2:10][CH2:11][NH2:12].[C:13]1(=[O:24])[O:19][C:17](=O)[C:16]2=[CH:20][CH:21]=[CH:22][CH:23]=[C:15]2[CH2:14]1.[NH2:25][C:26]1[CH:31]=[CH:30][CH:29]=[C:28]([CH3:32])[CH:27]=1.